From a dataset of Full USPTO retrosynthesis dataset with 1.9M reactions from patents (1976-2016). Predict the reactants needed to synthesize the given product. (1) Given the product [C:1]([C:5]1[CH:12]=[C:11]([CH2:17][Cl:16])[CH:10]=[C:7]([CH:14]=[O:15])[C:6]=1[OH:13])([CH3:2])([CH3:3])[CH3:4], predict the reactants needed to synthesize it. The reactants are: [C:1]([C:5]1[CH:12]=[CH:11][CH:10]=[C:7](C=O)[C:6]=1[OH:13])([CH3:4])([CH3:3])[CH3:2].[CH2:14]=[O:15].[ClH:16].[C:17]([O-])([O-])=O.[Na+].[Na+]. (2) Given the product [Br:14][C:15]1[CH:16]=[CH:17][C:18]([OH:24])=[C:19]([C:20]2[O:1][N:2]=[C:3]([C:5]3[C:10]([N+:11]([O-:13])=[O:12])=[CH:9][CH:8]=[CH:7][N:6]=3)[N:4]=2)[CH:23]=1, predict the reactants needed to synthesize it. The reactants are: [OH:1][NH:2][C:3]([C:5]1[C:10]([N+:11]([O-:13])=[O:12])=[CH:9][CH:8]=[CH:7][N:6]=1)=[NH:4].[Br:14][C:15]1[CH:23]=[C:19]([C:20](O)=O)[C:18]([OH:24])=[CH:17][CH:16]=1. (3) Given the product [Br:1][C:2]1[CH:7]=[CH:6][C:5]([C:13]([F:19])([F:18])[C:14]([F:17])([F:16])[F:15])=[CH:4][CH:3]=1, predict the reactants needed to synthesize it. The reactants are: [Br:1][C:2]1[CH:7]=[CH:6][C:5](I)=[CH:4][CH:3]=1.C[Si]([C:13]([F:19])([F:18])[C:14]([F:17])([F:16])[F:15])(C)C.[F-].[K+]. (4) Given the product [O:3]1[C:12]2[C:7](=[CH:8][CH:9]=[CH:10][CH:11]=2)[C:6]([OH:13])=[CH:5][CH2:4]1, predict the reactants needed to synthesize it. The reactants are: [BH4-].[Na+].[O:3]1[C:12]2[C:7](=[CH:8][CH:9]=[CH:10][CH:11]=2)[C:6](=[O:13])[CH:5]=[CH:4]1.